Dataset: TAP: 5 developability metrics (CDR length, charge patches, hydrophobicity). Task: Multi-output Regression. Predict 5 antibody developability metrics. (1) The antibody is ["['DVKLVESGGGLVKLGGSLKLSCAASGFTFSNYYMSWVRQTPEKRLELVAAINSDGGITYYLDTVKGRFTISRDNAKNTLYLQMSSLKSEDTALFYCARHRSGYFSMDYWGQGTSVTVSS'\\n 'DIVMTQSQRFMSTTVGDRVSITCKASQNVVSAVAWYQQKPGQSPKLLIYSASNRYTGVPDRFTGSGSGTDFTLTISNMQSEDLADFFCQQYSNYPWTFGGGTKLEIK']"]. Developability metrics: CDR_Length=46.0, PSH=96.5, PPC=0.246, PNC=0, SFvCSP=8.00. (2) The antibody is ["['QVQLVQSGAEVKKPGASVKVSCKVSGYTFTSYDINWVRQAPGKGLEWMGWIYPGDGSIKYNEKFKGRVTMTVDKSTDTAYMELSSLRSEDTAVYYCARRGEYGNYEGAMDYWGQGTLVTVSS'\\n 'DIQMTQSPSSLSASVGDRVTITCKASQSVDYDGHSYMNWYQQKPGKAPKLLIYAASNLESGVPSRFSGSGSGTDFTLTISSLQPEDFATYYCQQSDENPLTFGGGTKVEIK']"]. Developability metrics: CDR_Length=53.0, PSH=123, PPC=0, PNC=0.371, SFvCSP=-1.80. (3) Developability metrics: CDR_Length=44.0, PSH=137, PPC=0, PNC=0.0852, SFvCSP=0.100. The antibody is ["['EVQLVESGGGLVQPGGSLRLSCAVSGIDLSGYYMNWVRQAPGKGLEWVGVIGINGATYYASWAKGRFTISRDNSKTTVYLQMNSLRAEDTAVYFCARGDIWGQGTLVTVSS'\\n 'QVLTQSPSSLSASVGDRVTINCQASQSVYHNTYLAWYQQKPGKVPKQLIYDASTLASGVPSRFSGSGSGTDFTLTISSLQPEDVATYYCLGSYDCTNGDCFVFGGGTKVEIK']"]. (4) The antibody is ["['EVQLVQSGAEVKKPGASVKVSCKASGYTFTDSYMSWVRQAPGQGLEWIGDMYPDNGDSSYNQKFRERVTITRDTSTSTAYLELSSLRSEDTAVYYCVLAPRWYFSVWGQGTLVTVSS'\\n 'DIQMTQSPSSLSASVGDRVTITCRASQDISNYLNWYQQKPGKAPKLLIYYTSRLRSGVPSRFSGSGSGTDFTLTISSLQPEDFATYYCQQGHTLPPTFGQGTKVEIK']"]. Developability metrics: CDR_Length=44.0, PSH=119, PPC=0.203, PNC=0.305, SFvCSP=0. (5) The antibody is ["['EVQLVESGGGLVQPGGSLRLSCAASGYDFTHYGMNWVRQAPGKGLEWVGWINTYTGEPTYAADFKRRFTFSLDTSKSTAYLQMNSLRAEDTAVYYCAKYPYYYGTSHWYFDVWGQGTLVTVSS'\\n 'DIQLTQSPSSLSASVGDRVTITCSASQDISNYLNWYQQKPGKAPKVLIYFTSSLHSGVPSRFSGSGSGTDFTLTISSLQPEDFATYYCQQYSTVPWTFGQGTKVEIK']"]. Developability metrics: CDR_Length=50.0, PSH=132, PPC=0.000400, PNC=0, SFvCSP=0.220. (6) Developability metrics: CDR_Length=48.0, PSH=113, PPC=1.08, PNC=2.50, SFvCSP=-11.7. The antibody is ["['EVQLLESGGGLVQPGGSLRLSCAASGFTFSSFPMAWVRQAPGKGLEWVSTISTSGGRTYYRDSVKGRFTISRDNSKNTLYLQMNSLRAEDTAVYYCAKFRQYSGGFDYWGQGTLVTVSS'\\n 'DIQLTQPNSVSTSLGSTVKLSCTLSSGNIENNYVHWYQLYEGRSPTTMIYDDDKRPDGVPDRFSGSIDRSSNSAFLTIHNVAIEDEAIYFCHSYVSSFNVFGGGTKLTVL']"]. (7) The antibody is ["['EVQLVESGGGLVQPGGSLRLSCAASGFTFSSYNMNWVRQAPGKGLEWVSYISSSSSTIYYADSVKGRFTISRDNAKNSLSLQMNSLRDEDTAVYYCARAYYYGMDVWGQGTTVTVSS'\\n 'DIQMTQSPSSVSASVGDRVTITCRASQGISGWLAWYQQKPGKAPKFLIYAASTLQSGVPSRFSGSGSGTDFTLTISSLQPEDFATYYCQQANSFPPTFGGGTKVEIK']"]. Developability metrics: CDR_Length=44.0, PSH=124, PPC=0, PNC=0, SFvCSP=0.